Dataset: Forward reaction prediction with 1.9M reactions from USPTO patents (1976-2016). Task: Predict the product of the given reaction. (1) Given the reactants [BH4-].[Na+].[Cl:3][C:4]1[CH:5]=[C:6]([C:10]2[C:19]3[C:14](=[CH:15][CH:16]=[C:17]([C:20]([C:28]4[CH:35]=[CH:34][CH:33]=[CH:32][C:29]=4[CH:30]=O)([OH:27])[C:21]4[N:25]([CH3:26])[CH:24]=[N:23][CH:22]=4)[CH:18]=3)[N:13]([CH3:36])[C:12](=[O:37])[CH:11]=2)[CH:7]=[CH:8][CH:9]=1.[OH2:38], predict the reaction product. The product is: [Cl:3][C:4]1[CH:5]=[C:6]([C:10]2[C:19]3[C:14](=[CH:15][CH:16]=[C:17]([C:20]([OH:27])([C:28]4[CH:29]=[CH:30][C:33]([CH2:32][OH:38])=[CH:34][CH:35]=4)[C:21]4[N:25]([CH3:26])[CH:24]=[N:23][CH:22]=4)[CH:18]=3)[N:13]([CH3:36])[C:12](=[O:37])[CH:11]=2)[CH:7]=[CH:8][CH:9]=1. (2) Given the reactants Cl.[NH2:2][C@H:3]([C:5]1[C:6](=[O:16])[NH:7][C:8]2[C:13]([CH:14]=1)=[CH:12][C:11]([Cl:15])=[CH:10][CH:9]=2)[CH3:4].Cl[C:18]1[N:23]=[C:22]([S:24][CH3:25])[CH:21]=[CH:20][N:19]=1.CCN(C(C)C)C(C)C, predict the reaction product. The product is: [Cl:15][C:11]1[CH:12]=[C:13]2[C:8](=[CH:9][CH:10]=1)[NH:7][C:6](=[O:16])[C:5]([C@@H:3]([NH:2][C:18]1[N:23]=[C:22]([S:24][CH3:25])[CH:21]=[CH:20][N:19]=1)[CH3:4])=[CH:14]2. (3) Given the reactants [NH2:1][C:2]([CH3:7])([CH3:6])[C:3]([OH:5])=[O:4].[OH-].[Na+].[Cl:10][CH2:11][C:12](Cl)=[O:13].Cl, predict the reaction product. The product is: [Cl:10][CH2:11][C:12]([NH:1][C:2]([CH3:7])([CH3:6])[C:3]([OH:5])=[O:4])=[O:13]. (4) Given the reactants [Br:1][C:2]1[CH:7]=[CH:6][N:5]=[C:4]([NH2:8])[CH:3]=1.[CH2:9]([O:11][C:12]([N:14]=[C:15]=[S:16])=[O:13])[CH3:10], predict the reaction product. The product is: [CH2:9]([O:11][C:12]([NH:14][C:15]([NH:8][C:4]1[CH:3]=[C:2]([Br:1])[CH:7]=[CH:6][N:5]=1)=[S:16])=[O:13])[CH3:10]. (5) The product is: [CH2:46]([C@H:37]1[CH2:38][N:39]([CH:42]2[CH2:43][O:44][CH2:45]2)[CH2:40][CH2:41][N:36]1[C:33]1[CH:34]=[CH:35][C:30]([NH:29][C:27]2[C:26](=[O:48])[N:25]([CH3:49])[CH:24]=[C:23]([C:19]3[CH:18]=[CH:17][N:16]=[C:15]([N:8]4[CH2:7][CH2:6][N:5]5[C:4]6[CH2:3][C:2]([CH3:50])([CH3:1])[CH2:13][C:12]=6[CH:11]=[C:10]5[C:9]4=[O:14])[C:20]=3[CH2:21][OH:22])[CH:28]=2)=[N:31][CH:32]=1)[CH3:47]. Given the reactants [CH3:1][C:2]1([CH3:50])[CH2:13][C:12]2[CH:11]=[C:10]3[N:5]([CH2:6][CH2:7][N:8]([C:15]4[C:20]([CH:21]=[O:22])=[C:19]([C:23]5[CH:28]=[C:27]([NH:29][C:30]6[CH:35]=[CH:34][C:33]([N:36]7[CH2:41][CH2:40][N:39]([CH:42]8[CH2:45][O:44][CH2:43]8)[CH2:38][C@@H:37]7[CH2:46][CH3:47])=[CH:32][N:31]=6)[C:26](=[O:48])[N:25]([CH3:49])[CH:24]=5)[CH:18]=[CH:17][N:16]=4)[C:9]3=[O:14])[C:4]=2[CH2:3]1.[BH4-].[Na+], predict the reaction product. (6) Given the reactants [ClH:1].O1CCOCC1.C(OC([NH:15][C@@H:16]([CH2:49][CH2:50][CH2:51][CH2:52][NH:53]C(OC(C)(C)C)=O)[C:17]([NH:19][CH2:20][C:21](=[C:23]1[CH2:28][CH2:27][CH2:26][N:25]([C:29]2[C:38]([O:39][CH3:40])=[C:37]3[C:32]([C:33](=[O:47])[C:34]([C:44]([OH:46])=[O:45])=[CH:35][N:36]3[CH:41]3[CH2:43][CH2:42]3)=[CH:31][C:30]=2[F:48])[CH2:24]1)[F:22])=[O:18])=O)(C)(C)C, predict the reaction product. The product is: [ClH:1].[ClH:1].[CH:41]1([N:36]2[C:37]3[C:32](=[CH:31][C:30]([F:48])=[C:29]([N:25]4[CH2:26][CH2:27][CH2:28][C:23](=[C:21]([F:22])[CH2:20][NH:19][C:17](=[O:18])[C@@H:16]([NH2:15])[CH2:49][CH2:50][CH2:51][CH2:52][NH2:53])[CH2:24]4)[C:38]=3[O:39][CH3:40])[C:33](=[O:47])[C:34]([C:44]([OH:46])=[O:45])=[CH:35]2)[CH2:43][CH2:42]1. (7) Given the reactants [F:1][C:2]1[CH:7]=[CH:6][CH:5]=[CH:4][C:3]=1[N:8]1[C:16]2[C:11](=[C:12]([N:17]3[CH2:24][C@@H:23]4[C@@H:19]([CH2:20][NH:21][CH2:22]4)[C:18]3=[O:25])[CH:13]=[CH:14][CH:15]=2)[CH:10]=[N:9]1.[OH:26][C@@H:27]([CH3:32])[CH2:28][C:29](O)=[O:30].CCN(C(C)C)C(C)C.F[P-](F)(F)(F)(F)F.CN(C(N1C2C(=NC=CC=2)[N+]([O-])=N1)=[N+](C)C)C, predict the reaction product. The product is: [F:1][C:2]1[CH:7]=[CH:6][CH:5]=[CH:4][C:3]=1[N:8]1[C:16]2[C:11](=[C:12]([N:17]3[CH2:24][C@@H:23]4[C@@H:19]([CH2:20][N:21]([C:29](=[O:30])[CH2:28][C@@H:27]([OH:26])[CH3:32])[CH2:22]4)[C:18]3=[O:25])[CH:13]=[CH:14][CH:15]=2)[CH:10]=[N:9]1. (8) The product is: [F:36][C:24]([F:23])([F:35])[C:25]1[CH:26]=[CH:27][C:28]([S:31]([N:1]2[CH2:2][CH2:3][NH:4][CH2:5][CH2:6]2)(=[O:33])=[O:32])=[CH:29][CH:30]=1. Given the reactants [N:1]1(C(OC(C)(C)C)=O)[CH2:6][CH2:5][NH:4][CH2:3][CH2:2]1.CCN(C(C)C)C(C)C.[F:23][C:24]([F:36])([F:35])[C:25]1[CH:30]=[CH:29][C:28]([S:31](Cl)(=[O:33])=[O:32])=[CH:27][CH:26]=1, predict the reaction product. (9) Given the reactants C([N:3]([CH2:6]C)CC)C.[N-]=[N+]=[N-].P([O-])(OC1C=CC=CC=1)(OC1C=CC=CC=1)=[O:12].[C:28]([OH:32])([CH3:31])([CH3:30])[CH3:29].[Br:33][C:34]1[N:45]=[C:37]2[CH:38]=[C:39](C([O-])=O)[CH:40]=[CH:41][N:36]2[N:35]=1, predict the reaction product. The product is: [C:28]([O:32][C:6](=[O:12])[NH:3][C:39]1[CH:40]=[CH:41][N:36]2[N:35]=[C:34]([Br:33])[N:45]=[C:37]2[CH:38]=1)([CH3:31])([CH3:30])[CH3:29]. (10) Given the reactants Br[C:2]1[N:7]=[CH:6][C:5](O)=[CH:4][CH:3]=1.[CH3:9][CH:10]([CH3:14])[CH2:11][C:12]#[CH:13].C(=O)([O-])[O-:16].[Cs+].[Cs+], predict the reaction product. The product is: [CH3:9][CH:10]([CH3:14])[CH2:11][C:12]#[C:13][C:5]1[CH:4]=[CH:3][C:2]([OH:16])=[N:7][CH:6]=1.